Dataset: Forward reaction prediction with 1.9M reactions from USPTO patents (1976-2016). Task: Predict the product of the given reaction. (1) Given the reactants S([N:11]1[C:15]2[N:16]=[CH:17][C:18]3[N:19]([C:20]([C@@H:23]4[CH2:28][CH2:27][CH2:26][N:25](C(OCC5C6C=CC=CC=6C6C5=CC=CC=6)=O)[CH2:24]4)=[CH:21][N:22]=3)[C:14]=2[CH:13]=[CH:12]1)(C1C=CC(C)=CC=1)(=O)=O.[OH-].[Na+].Cl.[C:49]([C:51]1([C:54]([OH:56])=O)[CH2:53][CH2:52]1)#[N:50].CN(C(ON1N=NC2C=CC=NC1=2)=[N+](C)C)C.F[P-](F)(F)(F)(F)F.CCN(C(C)C)C(C)C, predict the reaction product. The product is: [CH:13]1[C:14]2[N:19]3[C:20]([C@@H:23]4[CH2:28][CH2:27][CH2:26][N:25]([C:54]([C:51]5([C:49]#[N:50])[CH2:53][CH2:52]5)=[O:56])[CH2:24]4)=[CH:21][N:22]=[C:18]3[CH:17]=[N:16][C:15]=2[NH:11][CH:12]=1. (2) Given the reactants B(O)(O)[C@H]1N([C:7]([C@@H:9](N)[CH:10]([CH3:12])C)=[O:8])CCC1.CS(O)(=O)=[O:18].Br[C:22]1[N:23]=[CH:24][C:25]([NH:28][C:29](=[O:34])[C:30]([CH3:33])([CH3:32])[CH3:31])=[N:26][CH:27]=1.Cl.C1[CH2:40][O:39][CH2:38][CH2:37]1, predict the reaction product. The product is: [CH3:31][C:30]([CH3:33])([CH3:32])[C:29]([NH:28][C:25]1[CH:24]=[N:23][C:22]([C:37](=[O:18])[CH2:38][O:39][CH:40]2[CH2:12][CH2:10][CH2:9][CH2:7][O:8]2)=[CH:27][N:26]=1)=[O:34]. (3) Given the reactants [CH:1]1([NH2:7])[CH2:6][CH2:5][CH2:4][CH2:3][CH2:2]1.[F:8][C:9]([F:16])([F:15])[CH2:10][CH2:11][C:12](O)=[O:13].C(N(CC)CC)C.F[P-](F)(F)(F)(F)F.N1(O[P+](N(C)C)(N(C)C)N(C)C)C2C=CC=CC=2N=N1, predict the reaction product. The product is: [CH:1]1([NH:7][C:12](=[O:13])[CH2:11][CH2:10][C:9]([F:16])([F:15])[F:8])[CH2:6][CH2:5][CH2:4][CH2:3][CH2:2]1. (4) Given the reactants [CH3:1][C:2]([C:4]1[CH:9]=[CH:8][C:7]([O:10][CH2:11][C:12]2[CH:17]=[CH:16][CH:15]=[CH:14][CH:13]=2)=[CH:6][CH:5]=1)=[O:3].C(O)C.[H-].[Na+].Cl.[C:24](=O)([O:28]CC)[O:25][CH2:26][CH3:27], predict the reaction product. The product is: [CH2:11]([O:10][C:7]1[CH:8]=[CH:9][C:4]([C:2](=[O:3])[CH2:1][C:24]([O:25][CH2:26][CH3:27])=[O:28])=[CH:5][CH:6]=1)[C:12]1[CH:17]=[CH:16][CH:15]=[CH:14][CH:13]=1. (5) Given the reactants Cl.[NH2:2][OH:3].CCN(CC)CC.[O:11]1[CH2:16][CH2:15][CH2:14][CH2:13][CH:12]1[O:17][CH2:18][C:19]1[CH:26]=[CH:25][C:22]([C:23]#[N:24])=[CH:21][CH:20]=1, predict the reaction product. The product is: [OH:3][N:2]=[C:23]([C:22]1[CH:21]=[CH:20][C:19]([CH2:18][O:17][CH:12]2[CH2:13][CH2:14][CH2:15][CH2:16][O:11]2)=[CH:26][CH:25]=1)[NH2:24]. (6) The product is: [OH-:3].[Na+:22].[Na+:22].[C:13]([CH:6]([CH2:7][C@H:8]([CH3:12])[CH2:9][CH2:10][CH3:11])[CH2:5][C:4]([O-:15])=[O:3])#[N:14]. Given the reactants C([O:3][C:4](=[O:15])[CH2:5][CH:6]([C:13]#[N:14])[CH2:7][C@H:8]([CH3:12])[CH2:9][CH2:10][CH3:11])C.C1COCC1.[OH-].[Na+:22], predict the reaction product. (7) Given the reactants [C:1]1([CH3:16])[CH:6]=[C:5]([CH3:7])[CH:4]=[C:3]([CH3:8])[C:2]=1[C:9]1[NH:13][CH:12]=[C:11]([CH:14]=[O:15])[CH:10]=1.[H-].[Na+].C1OCCOCCOCCOCCOC1.[N:34]1[CH:39]=[CH:38][CH:37]=[C:36]([S:40](Cl)(=[O:42])=[O:41])[CH:35]=1.C(=O)([O-])O.[Na+], predict the reaction product. The product is: [C:1]1([CH3:16])[CH:6]=[C:5]([CH3:7])[CH:4]=[C:3]([CH3:8])[C:2]=1[C:9]1[N:13]([S:40]([C:36]2[CH:35]=[N:34][CH:39]=[CH:38][CH:37]=2)(=[O:42])=[O:41])[CH:12]=[C:11]([CH:14]=[O:15])[CH:10]=1. (8) Given the reactants [CH3:1][O:2][C:3]([NH:5][CH2:6][CH2:7][N:8]1[C:13]2[CH:14]=[C:15]([C:19]([O:21]C)=[O:20])[C:16]([CH3:18])=[CH:17][C:12]=2[S:11][CH:10]([CH3:23])[C:9]1=[O:24])=[O:4].O1CCC[CH2:26]1.C(O)C, predict the reaction product. The product is: [CH3:1][O:2][C:3]([NH:5][CH2:6][CH2:7][N:8]1[C:13]2[CH:14]=[C:15]([C:19]([OH:21])=[O:20])[C:16]([CH3:18])=[CH:17][C:12]=2[S:11][C:10]([CH3:23])([CH3:26])[C:9]1=[O:24])=[O:4]. (9) Given the reactants [NH2:1][C:2]1[CH:11]=[CH:10][C:5]([C:6]([O:8][CH3:9])=[O:7])=[CH:4][C:3]=1[CH3:12].C(N(CC)CC)C.[Cl:20][CH2:21][CH2:22][O:23][CH2:24][CH2:25][C:26](Cl)=[O:27].O, predict the reaction product. The product is: [Cl:20][CH2:21][CH2:22][O:23][CH2:24][CH2:25][C:26]([NH:1][C:2]1[CH:11]=[CH:10][C:5]([C:6]([O:8][CH3:9])=[O:7])=[CH:4][C:3]=1[CH3:12])=[O:27]. (10) Given the reactants Br[CH2:2][CH2:3][CH2:4][CH2:5][N:6]1[C:10]2[CH:11]=[CH:12][CH:13]=[CH:14][C:9]=2[N:8]([C:15]2[C:20]([F:21])=[CH:19][CH:18]=[CH:17][C:16]=2[F:22])[S:7]1(=[O:24])=[O:23].[CH:25]1([NH2:29])[CH2:28][CH2:27][CH2:26]1.[ClH:30], predict the reaction product. The product is: [ClH:30].[F:22][C:16]1[CH:17]=[CH:18][CH:19]=[C:20]([F:21])[C:15]=1[N:8]1[C:9]2[CH:14]=[CH:13][CH:12]=[CH:11][C:10]=2[N:6]([CH2:5][CH2:4][CH2:3][CH2:2][NH:29][CH:25]2[CH2:28][CH2:27][CH2:26]2)[S:7]1(=[O:24])=[O:23].